The task is: Regression. Given a peptide amino acid sequence and an MHC pseudo amino acid sequence, predict their binding affinity value. This is MHC class I binding data.. This data is from Peptide-MHC class I binding affinity with 185,985 pairs from IEDB/IMGT. The MHC is HLA-A30:02 with pseudo-sequence HLA-A30:02. The binding affinity (normalized) is 0.316. The peptide sequence is CGDPSSFDY.